Dataset: Catalyst prediction with 721,799 reactions and 888 catalyst types from USPTO. Task: Predict which catalyst facilitates the given reaction. (1) Reactant: [NH2:1][CH2:2][CH2:3][CH2:4][CH2:5][OH:6].[C:7]([BH3-])#N.[Na+].[C:11](O)(=O)[CH3:12].[CH:15](=O)[CH2:16][CH3:17]. Product: [CH2:15]([N:1]([CH2:7][CH2:11][CH3:12])[CH2:2][CH2:3][CH2:4][CH2:5][OH:6])[CH2:16][CH3:17]. The catalyst class is: 5. (2) Reactant: Cl[CH2:2][C:3]([CH:5]1[CH2:9][CH2:8][CH2:7][N:6]1[C:10]([O:12][C:13]([CH3:16])([CH3:15])[CH3:14])=[O:11])=O.[NH2:17][C:18]([NH2:20])=[S:19]. Product: [NH2:20][C:18]1[S:19][CH:2]=[C:3]([CH:5]2[CH2:9][CH2:8][CH2:7][N:6]2[C:10]([O:12][C:13]([CH3:16])([CH3:15])[CH3:14])=[O:11])[N:17]=1. The catalyst class is: 8. (3) Reactant: [Br:1][C:2]1[CH:7]=[CH:6][C:5]([CH2:8][C:9]([OH:11])=O)=[CH:4][CH:3]=1.[OH-].[NH4+:13]. Product: [Br:1][C:2]1[CH:7]=[CH:6][C:5]([CH2:8][C:9]([NH2:13])=[O:11])=[CH:4][CH:3]=1. The catalyst class is: 309. (4) Reactant: [CH:1]([C:3]1[CH:10]=[CH:9][C:6]([C:7]#[N:8])=[CH:5][CH:4]=1)=O.[CH3:11][C:12]([CH3:14])=[O:13].CC[N:17]([CH2:20][CH3:21])CC.[NH4+].[Cl-]. Product: [C:7]([C:6]1[CH:9]=[CH:10][C:3](/[CH:1]=[CH:11]/[C:12](=[O:13])/[CH:14]=[CH:1]/[C:3]2[CH:10]=[CH:9][C:21]([C:20]#[N:17])=[CH:5][CH:4]=2)=[CH:4][CH:5]=1)#[N:8]. The catalyst class is: 11. (5) Reactant: CC(OC(/N=N/C(OC(C)C)=O)=O)C.[F:15][C:16]([F:34])([F:33])[C:17]1[N:21]2[N:22]=[C:23]([N:26]3[CH2:31][CH2:30][CH:29]([OH:32])[CH2:28][CH2:27]3)[CH:24]=[CH:25][C:20]2=[N:19][N:18]=1.[CH2:35]([O:42][C:43]1[CH:48]=[CH:47][C:46](O)=[CH:45][CH:44]=1)[C:36]1[CH:41]=[CH:40][CH:39]=[CH:38][CH:37]=1.C1(P(C2C=CC=CC=2)C2C=CC=CC=2)C=CC=CC=1. Product: [CH2:35]([O:42][C:43]1[CH:48]=[CH:47][C:46]([O:32][CH:29]2[CH2:30][CH2:31][N:26]([C:23]3[CH:24]=[CH:25][C:20]4[N:21]([C:17]([C:16]([F:15])([F:33])[F:34])=[N:18][N:19]=4)[N:22]=3)[CH2:27][CH2:28]2)=[CH:45][CH:44]=1)[C:36]1[CH:41]=[CH:40][CH:39]=[CH:38][CH:37]=1. The catalyst class is: 1. (6) Reactant: [F:1][C:2]1[CH:7]=[CH:6][C:5]([C:8](=[O:12])[CH:9]=[CH:10][CH3:11])=[CH:4][CH:3]=1.[Br:13][C:14]1[CH:19]=[CH:18][C:17]([C@@H:20]([NH2:22])[CH3:21])=[CH:16][CH:15]=1. Product: [Br:13][C:14]1[CH:19]=[CH:18][C:17]([C@@H:20]([NH:22][CH:10]([CH3:11])[CH2:9][C:8]([C:5]2[CH:4]=[CH:3][C:2]([F:1])=[CH:7][CH:6]=2)=[O:12])[CH3:21])=[CH:16][CH:15]=1. The catalyst class is: 14. (7) Reactant: [Cl:1][C:2]1[C:3]([O:12][C:13]2[CH:18]=[C:17]([O:19][CH2:20][CH2:21][O:22][CH3:23])[CH:16]=[CH:15][C:14]=2/[CH:24]=[CH:25]/[C:26]([OH:28])=O)=[N:4][CH:5]=[C:6]([C:8]([F:11])([F:10])[F:9])[CH:7]=1.Cl.C(N=C=NCCCN(C)C)C.[N:41]1[CH:46]=[CH:45][CH:44]=[C:43]([S:47]([NH2:50])(=[O:49])=[O:48])[CH:42]=1.Cl. Product: [Cl:1][C:2]1[C:3]([O:12][C:13]2[CH:18]=[C:17]([O:19][CH2:20][CH2:21][O:22][CH3:23])[CH:16]=[CH:15][C:14]=2/[CH:24]=[CH:25]/[C:26]([NH:50][S:47]([C:43]2[CH:42]=[N:41][CH:46]=[CH:45][CH:44]=2)(=[O:49])=[O:48])=[O:28])=[N:4][CH:5]=[C:6]([C:8]([F:10])([F:9])[F:11])[CH:7]=1. The catalyst class is: 766.